Dataset: NCI-60 drug combinations with 297,098 pairs across 59 cell lines. Task: Regression. Given two drug SMILES strings and cell line genomic features, predict the synergy score measuring deviation from expected non-interaction effect. Drug 1: CN1CCC(CC1)COC2=C(C=C3C(=C2)N=CN=C3NC4=C(C=C(C=C4)Br)F)OC. Drug 2: C1CCN(CC1)CCOC2=CC=C(C=C2)C(=O)C3=C(SC4=C3C=CC(=C4)O)C5=CC=C(C=C5)O. Cell line: HS 578T. Synergy scores: CSS=0.525, Synergy_ZIP=8.61, Synergy_Bliss=15.7, Synergy_Loewe=7.76, Synergy_HSA=8.62.